From a dataset of Drug-target binding data from BindingDB using IC50 measurements. Regression. Given a target protein amino acid sequence and a drug SMILES string, predict the binding affinity score between them. We predict pIC50 (pIC50 = -log10(IC50 in M); higher means more potent). Dataset: bindingdb_ic50. (1) The small molecule is CCCN(CCC)S(=O)(=O)c1ccc(C(=O)O)cc1. The target protein (Q5RLM2) has sequence MGFEDLLDKVGGFGPFQLRNLVLMALPRMLLPMHFLLPVFMAAVPAHHCALPGAPANLSHQDLWLEAHLPRETDGSFSSCLRFAYPQTVPNVTLGTEVSNSGEPEGEPLTVPCSQGWEYDRSEFSSTIATEWDLVCQQRGLNKITSTCFFIGVLVGAVVYGYLSDRFGRRRLLLVAYVSSLVLGLMSAASINYIMFVVTRTLTGSALAGFTIIVLPLELEWLDVEHRTVAGVISTVFWSGGVLLLALVGYLIRSWRWLLLAATLPCVPGIISIWWVPESARWLLTQGRVEEAKKYLLSCAKLNGRPVGEGSLSQEALNNVVTMERALQRPSYLDLFRTSQLRHISLCCMMVWFGVNFSYYGLTLDVSGLGLNVYQTQLLFGAVELPSKIMVYFLVRRLGRRLTEAGMLLGAALTFGTSLLVSLETKSWITALVVVGKAFSEAAFTTAYLFTSELYPTVLRQTGLGLTALMGRLGASLAPLAALLDGVWLLLPKVAYGGIA.... The pIC50 is 3.0. (2) The small molecule is Cc1cc(-c2ccc(C(=O)c3c(F)ccc(O)c3F)s2)cc(N(C)S(=O)(=O)C2CC2)c1. The target protein (P51658) has sequence MSPFASESAWLCLAAAAVLGGTLLCGCRSGRQLRSQAVCLAGLWGGACLLSLSLLCTLFLLSVACFLLLYMSSSDQDLLPVDQKAVLVTGADSGFGHGLAKHLDKLGFTVFAGVLDKEGPGAEELRKHCSERLSVLQMDVTKPEQIKDAHSKVTEKIQDKGLWAVVNNAGVFHLPIDGELIPMSIYRKCMAVNFFGTVEVTKAFLPLLRKSKGRLVNVSSMGGTVPLQMTSAYAATKAALTMFSTIIRQELDKWGVKVVTIKPGGFKTNITGSQDIWDKMEKEILDHFSKDIQENYGQDYVHTQKLIIPTLKERSNPDITPVLRDIQHAISARNPSSFYYPGRMAYLWVCLAAYCPTSLLDYVIKKGFYPQPTPRALRTVH. The pIC50 is 6.9. (3) The compound is COc1ccc(-c2nc(CSc3nc(N)cc(N)n3)cs2)cc1OCCCF. The target protein (P43346) has sequence MATPPKRFCPSPSTSSEGTRIKKISIEGNIAAGKSTFVNILKQASEDWEVVPEPVARWCNVQSTQEEFEELTTSQKSGGNVLQMMYEKPERWSFTFQSYACLSRIRAQLASLNGKLKDAEKPVLFFERSVYSDRYIFASNLYESDCMNETEWTIYQDWHDWMNSQFGQSLELDGIIYLRATPEKCLNRIYLRGRNEEQGIPLEYLEKLHYKHESWLLHRTLKTSFDYLQEVPVLTLDVNEDFKDKHESLVEKVKEFLSTL. The pIC50 is 6.5. (4) The small molecule is C=CCN(C)CCCCCCOc1ccc2c(-c3ccc(Br)cc3)nn(C)c2c1. The target protein (P33247) has sequence MAEQLVEAPAYARTLDRAVEYLLSCQKDEGYWWGPLLSNVTMEAEYVLLCHILDRVDRDRMEKIRRYLLHEQREDGTWALYPGGPPDLDTTIEAYVALKYIGMSRDEEPMQKALRFIQSQGGIESSRVFTRMWLALVGEYPWEKVPMVPPEIMFLGKRMPLNIYEFGSWARATVVALSIVMSRQPVFPLPERARVPELYETDVPPRRRGAKGGGGWIFDALDRALHGYQKLSVHPFRRAAEIRALDWLLERQAGDGSWGGIQPPWFYALIALKILDMTQHPAFIKGWEGLELYGVELDYGGWMFQASISPVWDTGLAVLALRAAGLPADHDRLVKAGEWLLDRQITVPGDWAVKRPNLKPGGFAFQFDNVYYPDVDDTAVVVWALNTLRLPDERRRRDAMTKGFRWIVGMQSSNGGWGAYDVDNTSDLPNHIPFCDFGEVTDPPSEDVTAHVLECFGSFGYDDAWKVIRRAVEYLKREQKPDGSWFGRWGVNYLYGTGAV.... The pIC50 is 6.5. (5) The small molecule is C=CC=Nc1c(O)cc2c(O)c1C[C@@H](C)C[C@H](OC)[C@H](O)[C@@H](C)/C=C(\C)[C@H](OC(N)=O)[C@@H](OC)C=CC=C(C)C(=O)N2. The target protein (P41148) has sequence MRALWVLGLCCVLLTFGSVRADDEVDVDGTVEEDLGKSREGSRTDDEVVQREEEAIQLDGLNASQIRELREKSEKFAFQAEVNRMMKLIINSLYKNKEIFLRELISNASDALDKIRLISLTDENALAGNEELTVKIKCDKEKNLLHVTDTGVGMTREELVKNLGTIAKSGTSEFLNKMTEAQEDGQSTSELIGQFGVGFYSAFLVADKVIVTSKHNNDTQHIWESDSNEFSVIADPRGNTLGRGTTITLVLKEEASDYLELDTIKNLVKKYSQFINFPIYVWSSKTETVEEPMEEEEAAKEEKEDSDDEAAVEEEEEEKKPKTKKVEKTVWDWELMNDIKPIWQRPSKEVEDDEYKAFYKSFSKESDDPMAYIHFTAEGEVTFKSILFVPTSAPRGLFDEYGSKKSDYIKLYVRRVFITDDFHDMMPKYLNFVKGVVDSDDLPLNVSRETLQQHKLLKVIRKKLVRKTLDMIKKIADEKYNDTFWKEFGTNIKLGVIEDH.... The pIC50 is 7.5. (6) The compound is CC(C)(Cc1ccc2ccccc2c1)NC[C@@H](O)COC(c1ccccc1)c1ccccc1. The target protein sequence is MAFYSCCWVLLALTWHTSAYGPDQRAQKKGDIILGGLFPIHFGVAAKDQDLKSRPESVECIRYNFRGFRWLQAMIFAIEEINSSPALLPNLTLGYRIFDTCNTVSKALEATLSFVAQNKIDSLNLDEFCNCSEHIPSTIAVVGATGSGVSTAVANLLGLFYIPQVSYASSSRLLSNKNQFKSFLRTIPNDEHQATAMADIIEYFRWNWVGTIAADDDYGRPGIEKFREEAEERDICIDFSELISQYSDEEEIQHVVEVIQNSTAKVIVVFSSGPDLEPLIKEIVRRNITGKIWLASEAWASSSLIAMPQYFHVVGGTIGFALKAGQIPGFREFLKKVHPRKSVHNGFAKEFWEETFNCHLQEGAKGPLPVDTFLRGHEESGDRFSNSSTAFRPLCTGDENISSVETPYIDYTHLRISYNVYLAVYSIAHALQDIYTCLPGRGLFTNGSCADIKKVEAWQVLKHLRHLNFTNNMGEQVTFDECGDLVGNYSIINWHLSPED.... The pIC50 is 6.1. (7) The compound is C=CCN(C)CCCCCCOc1ccc(C(=O)c2ccc(Br)cc2)cc1. The target protein (P33247) has sequence MAEQLVEAPAYARTLDRAVEYLLSCQKDEGYWWGPLLSNVTMEAEYVLLCHILDRVDRDRMEKIRRYLLHEQREDGTWALYPGGPPDLDTTIEAYVALKYIGMSRDEEPMQKALRFIQSQGGIESSRVFTRMWLALVGEYPWEKVPMVPPEIMFLGKRMPLNIYEFGSWARATVVALSIVMSRQPVFPLPERARVPELYETDVPPRRRGAKGGGGWIFDALDRALHGYQKLSVHPFRRAAEIRALDWLLERQAGDGSWGGIQPPWFYALIALKILDMTQHPAFIKGWEGLELYGVELDYGGWMFQASISPVWDTGLAVLALRAAGLPADHDRLVKAGEWLLDRQITVPGDWAVKRPNLKPGGFAFQFDNVYYPDVDDTAVVVWALNTLRLPDERRRRDAMTKGFRWIVGMQSSNGGWGAYDVDNTSDLPNHIPFCDFGEVTDPPSEDVTAHVLECFGSFGYDDAWKVIRRAVEYLKREQKPDGSWFGRWGVNYLYGTGAV.... The pIC50 is 7.0.